Dataset: CYP2C19 inhibition data for predicting drug metabolism from PubChem BioAssay. Task: Regression/Classification. Given a drug SMILES string, predict its absorption, distribution, metabolism, or excretion properties. Task type varies by dataset: regression for continuous measurements (e.g., permeability, clearance, half-life) or binary classification for categorical outcomes (e.g., BBB penetration, CYP inhibition). Dataset: cyp2c19_veith. (1) The drug is CC(C)[C@H](Nc1ncnc2nc[nH]c12)C(=O)O. The result is 0 (non-inhibitor). (2) The drug is CCn1c(CCCc2nc3c([nH]2)c(=O)n(C)c(=O)n3C)nc2c1c(=O)n(C)c(=O)n2C. The result is 0 (non-inhibitor). (3) The compound is CCNC(=O)[C@@H]1O[C@@H](n2cnc3c(N)nc(NCCc4ccc(CCC(=O)O)cc4)nc32)[C@H](O)[C@@H]1O. The result is 0 (non-inhibitor). (4) The result is 1 (inhibitor). The drug is O=c1cnc2cnc(Nc3ccccc3)nc2n1CCc1ccccc1. (5) The molecule is CCCCCCCCOC1OC(CO)C(O)C(O)C1NC(C)=O. The result is 0 (non-inhibitor). (6) The compound is C#C[C@@]1(O)CC[C@@H]2[C@@H]3CCC4=CC(=O)CC[C@@H]4[C@H]3CC[C@]21C. The result is 1 (inhibitor). (7) The molecule is O=C(CSc1nnc(SCc2cccc3ccccc23)s1)c1ccc2c(c1)OCO2. The result is 1 (inhibitor).